From a dataset of Tyrosyl-DNA phosphodiesterase HTS with 341,365 compounds. Binary Classification. Given a drug SMILES string, predict its activity (active/inactive) in a high-throughput screening assay against a specified biological target. (1) The molecule is Cl\C(Cl)=C1/OC(=Cc2c1cc(OC)c(OC)c2)c1ccc(OCC)cc1. The result is 0 (inactive). (2) The molecule is Clc1ccc(COC(=O)C(NS(=O)(=O)c2ccc(NC(=O)C)cc2)C)cc1. The result is 0 (inactive).